Predict which catalyst facilitates the given reaction. From a dataset of Catalyst prediction with 721,799 reactions and 888 catalyst types from USPTO. Reactant: N#N.Br[C:4]1[CH:5]=[C:6]2[C:11](=[CH:12][CH:13]=1)[C:10](=[O:14])[N:9]([CH3:15])[CH:8]=[CH:7]2.[CH3:16][C:17]1([CH3:33])[C:21]([CH3:23])([CH3:22])[O:20][B:19]([B:19]2[O:20][C:21]([CH3:23])([CH3:22])[C:17]([CH3:33])([CH3:16])[O:18]2)[O:18]1.CC([O-])=O.[K+]. Product: [CH3:15][N:9]1[CH:8]=[CH:7][C:6]2[C:11](=[CH:12][CH:13]=[C:4]([B:19]3[O:20][C:21]([CH3:23])([CH3:22])[C:17]([CH3:33])([CH3:16])[O:18]3)[CH:5]=2)[C:10]1=[O:14]. The catalyst class is: 75.